Dataset: NCI-60 drug combinations with 297,098 pairs across 59 cell lines. Task: Regression. Given two drug SMILES strings and cell line genomic features, predict the synergy score measuring deviation from expected non-interaction effect. (1) Drug 1: C1=CC(=C2C(=C1NCCNCCO)C(=O)C3=C(C=CC(=C3C2=O)O)O)NCCNCCO. Drug 2: CN(CC1=CN=C2C(=N1)C(=NC(=N2)N)N)C3=CC=C(C=C3)C(=O)NC(CCC(=O)O)C(=O)O. Cell line: SF-295. Synergy scores: CSS=60.6, Synergy_ZIP=-5.53, Synergy_Bliss=-8.06, Synergy_Loewe=-6.42, Synergy_HSA=-2.56. (2) Drug 1: CC12CCC(CC1=CCC3C2CCC4(C3CC=C4C5=CN=CC=C5)C)O. Drug 2: CC1=CC2C(CCC3(C2CCC3(C(=O)C)OC(=O)C)C)C4(C1=CC(=O)CC4)C. Cell line: MOLT-4. Synergy scores: CSS=10.4, Synergy_ZIP=-1.28, Synergy_Bliss=2.44, Synergy_Loewe=-0.449, Synergy_HSA=2.42. (3) Drug 1: CC1=C(C=C(C=C1)NC2=NC=CC(=N2)N(C)C3=CC4=NN(C(=C4C=C3)C)C)S(=O)(=O)N.Cl. Drug 2: C1=CN(C(=O)N=C1N)C2C(C(C(O2)CO)O)O.Cl. Cell line: T-47D. Synergy scores: CSS=7.26, Synergy_ZIP=-1.19, Synergy_Bliss=3.28, Synergy_Loewe=1.36, Synergy_HSA=3.18. (4) Drug 1: CN1CCC(CC1)COC2=C(C=C3C(=C2)N=CN=C3NC4=C(C=C(C=C4)Br)F)OC. Drug 2: C1=NC2=C(N=C(N=C2N1C3C(C(C(O3)CO)O)F)Cl)N. Cell line: SF-268. Synergy scores: CSS=18.0, Synergy_ZIP=-0.460, Synergy_Bliss=-0.0156, Synergy_Loewe=-25.8, Synergy_HSA=-2.61.